Task: Regression. Given two drug SMILES strings and cell line genomic features, predict the synergy score measuring deviation from expected non-interaction effect.. Dataset: Merck oncology drug combination screen with 23,052 pairs across 39 cell lines (1) Drug 1: Cn1c(=O)n(-c2ccc(C(C)(C)C#N)cc2)c2c3cc(-c4cnc5ccccc5c4)ccc3ncc21. Drug 2: CNC(=O)c1cc(Oc2ccc(NC(=O)Nc3ccc(Cl)c(C(F)(F)F)c3)cc2)ccn1. Cell line: NCIH1650. Synergy scores: synergy=0.754. (2) Drug 1: CC1CC2C3CCC4=CC(=O)C=CC4(C)C3(F)C(O)CC2(C)C1(O)C(=O)CO. Drug 2: C#Cc1cccc(Nc2ncnc3cc(OCCOC)c(OCCOC)cc23)c1. Cell line: A427. Synergy scores: synergy=-6.81. (3) Drug 1: Nc1ccn(C2OC(CO)C(O)C2(F)F)c(=O)n1. Drug 2: CCc1cnn2c(NCc3ccc[n+]([O-])c3)cc(N3CCCCC3CCO)nc12. Cell line: RKO. Synergy scores: synergy=-13.2. (4) Drug 1: Cn1nnc2c(C(N)=O)ncn2c1=O. Drug 2: CCc1c2c(nc3ccc(O)cc13)-c1cc3c(c(=O)n1C2)COC(=O)C3(O)CC. Cell line: A375. Synergy scores: synergy=-5.00. (5) Drug 1: O=P1(N(CCCl)CCCl)NCCCO1. Drug 2: NC(=O)c1cccc2cn(-c3ccc(C4CCCNC4)cc3)nc12. Cell line: MSTO. Synergy scores: synergy=-6.42. (6) Drug 1: Cn1nnc2c(C(N)=O)ncn2c1=O. Drug 2: CCC1(O)C(=O)OCc2c1cc1n(c2=O)Cc2cc3c(CN(C)C)c(O)ccc3nc2-1. Cell line: PA1. Synergy scores: synergy=-3.61.